The task is: Predict the product of the given reaction.. This data is from Forward reaction prediction with 1.9M reactions from USPTO patents (1976-2016). Given the reactants Cl[C:2]1[N:7]=[C:6]2[CH:8]=[N:9][CH:10]=[CH:11][C:5]2=[N:4][C:3]=1[N:12]1[CH2:17][CH2:16][CH:15]([O:18][C:19]2[CH:24]=[CH:23][C:22]([F:25])=[CH:21][C:20]=2[F:26])[CH2:14][CH2:13]1.Cl.[F:28][C:29]1([F:34])[CH2:32][CH:31]([NH2:33])[CH2:30]1.[F-].[K+].CCN(C(C)C)C(C)C, predict the reaction product. The product is: [F:28][C:29]1([F:34])[CH2:32][CH:31]([NH:33][C:2]2[N:7]=[C:6]3[CH:8]=[N:9][CH:10]=[CH:11][C:5]3=[N:4][C:3]=2[N:12]2[CH2:17][CH2:16][CH:15]([O:18][C:19]3[CH:24]=[CH:23][C:22]([F:25])=[CH:21][C:20]=3[F:26])[CH2:14][CH2:13]2)[CH2:30]1.